This data is from Reaction yield outcomes from USPTO patents with 853,638 reactions. The task is: Predict the reaction yield, written as a fraction of the theoretical maximum amount of product (1.0 means a 100% yield; for example, 0.34 means a 34% yield). (1) The reactants are Cl[CH2:2][C:3]1[C:4]([CH2:11][CH:12]([C:14]2[CH:19]=[CH:18][CH:17]=[CH:16][CH:15]=2)[CH3:13])=[C:5]([O:9][CH3:10])[CH:6]=[CH:7][CH:8]=1.C(N(CCCC)CCCC)CCC.[C:33]([O:37][CH2:38][CH3:39])(=[O:36])[CH:34]=C. The catalyst is CCOCC.CC(O)=O.CC(O)=O.[Pd]. The product is [CH3:10][O:9][C:5]1[C:4]([CH2:11][CH:12]([C:14]2[CH:19]=[CH:18][CH:17]=[CH:16][CH:15]=2)[CH3:13])=[C:3](/[CH:2]=[CH:34]\[C:33]([O:37][CH2:38][CH3:39])=[O:36])[CH:8]=[CH:7][CH:6]=1. The yield is 0.457. (2) The reactants are C[O:2][C:3]1[CH:4]=[C:5]([CH2:11][CH2:12][C@H:13]2[C@@H:22]([CH3:23])[CH2:21][CH2:20][C@@H:19]3[C@:14]2([CH3:26])[CH2:15][CH2:16][CH2:17][C:18]3([CH3:25])[CH3:24])[CH:6]=[C:7]([O:9]C)[CH:8]=1.B(Br)(Br)Br.CO. The catalyst is C(Cl)Cl. The product is [CH3:23][C@H:22]1[CH2:21][CH2:20][C@@H:19]2[C@:14]([CH3:26])([CH2:15][CH2:16][CH2:17][C:18]2([CH3:25])[CH3:24])[C@H:13]1[CH2:12][CH2:11][C:5]1[CH:4]=[C:3]([OH:2])[CH:8]=[C:7]([OH:9])[CH:6]=1. The yield is 0.730. (3) The reactants are [H-].[Na+].[F:3][C:4]1[C:9]([OH:10])=[CH:8][N:7]=[C:6]2[NH:11][CH:12]=[CH:13][C:5]=12.CS([C:18]1[C:23]2=[C:24]([CH3:32])[C:25]([O:27][CH2:28][C@@H:29]([OH:31])[CH3:30])=[CH:26][N:22]2[N:21]=[CH:20][N:19]=1)(=O)=O. The catalyst is CN(C)C=O. The product is [F:3][C:4]1[C:9]([O:10][C:18]2[C:23]3=[C:24]([CH3:32])[C:25]([O:27][CH2:28][C@@H:29]([OH:31])[CH3:30])=[CH:26][N:22]3[N:21]=[CH:20][N:19]=2)=[CH:8][N:7]=[C:6]2[NH:11][CH:12]=[CH:13][C:5]=12. The yield is 0.360. (4) The product is [CH3:11][O:10][C:8](=[O:9])[CH2:7][CH2:6][CH2:5][CH2:4][NH:3][CH2:2][C:30](=[O:31])[CH2:29][CH2:28][N:25]1[CH2:26][CH2:27][CH:22]([O:21][C:19](=[O:20])[NH:18][C:13]2[CH:14]=[CH:15][CH:16]=[CH:17][C:12]=2[C:33]2[CH:34]=[CH:35][CH:36]=[CH:37][CH:38]=2)[CH2:23][CH2:24]1. The catalyst is C(Cl)Cl.CO. The reactants are Cl.[CH3:2][NH:3][CH2:4][CH2:5][CH2:6][CH2:7][C:8]([O:10][CH3:11])=[O:9].[C:12]1([C:33]2[CH:38]=[CH:37][CH:36]=[CH:35][CH:34]=2)[CH:17]=[CH:16][CH:15]=[CH:14][C:13]=1[NH:18][C:19]([O:21][CH:22]1[CH2:27][CH2:26][N:25]([CH2:28][CH2:29][C:30](O)=[O:31])[CH2:24][CH2:23]1)=[O:20].ON1C2N=CC=CC=2N=N1.N1C(C)=CC=CC=1C.Cl.CN(C)CCCN=C=NCC.C(=O)(O)[O-].[Na+]. The yield is 0.690. (5) The reactants are [NH2:1][C@@H:2]([CH2:33][C:34]1[CH:39]=[CH:38][CH:37]=[CH:36][CH:35]=1)[C@@H:3]([OH:32])[CH2:4][C@@H:5]([NH:19][C:20]([C@@H:22]([NH:27][C:28](=[O:31])[O:29][CH3:30])[C:23]([CH3:26])([CH3:25])[CH3:24])=[O:21])[CH2:6][C:7]1[CH:12]=[CH:11][C:10]([C:13]2[CH:18]=[CH:17][CH:16]=[CH:15][N:14]=2)=[CH:9][CH:8]=1.[O:40]=[C:41]1[N:45]([CH2:46][C:47]2[N:48]=[C:49]([C:52]3[CH:53]=[N:54][CH:55]=[CH:56][CH:57]=3)[S:50][CH:51]=2)[C:44](=[O:58])[CH2:43][N:42]1[C@@H:59]([C@@H:63]([CH3:66])[CH2:64][CH3:65])[C:60](O)=[O:61].CCOP(ON1N=NC2C=CC=CC=2C1=O)(OCC)=O.C(N(CC)C(C)C)(C)C. The catalyst is C1COCC1. The product is [O:40]=[C:41]1[N:45]([CH2:46][C:47]2[N:48]=[C:49]([C:52]3[CH:53]=[N:54][CH:55]=[CH:56][CH:57]=3)[S:50][CH:51]=2)[C:44](=[O:58])[CH2:43][N:42]1[C@@H:59]([CH:63]([CH3:66])[CH2:64][CH3:65])[C:60]([NH:1][C@@H:2]([CH2:33][C:34]1[CH:35]=[CH:36][CH:37]=[CH:38][CH:39]=1)[C@@H:3]([OH:32])[CH2:4][C@@H:5]([NH:19][C:20]([C@@H:22]([NH:27][C:28](=[O:31])[O:29][CH3:30])[C:23]([CH3:26])([CH3:25])[CH3:24])=[O:21])[CH2:6][C:7]1[CH:12]=[CH:11][C:10]([C:13]2[CH:18]=[CH:17][CH:16]=[CH:15][N:14]=2)=[CH:9][CH:8]=1)=[O:61]. The yield is 0.860.